This data is from Experimentally validated miRNA-target interactions with 360,000+ pairs, plus equal number of negative samples. The task is: Binary Classification. Given a miRNA mature sequence and a target amino acid sequence, predict their likelihood of interaction. (1) The miRNA is hsa-miR-512-3p with sequence AAGUGCUGUCAUAGCUGAGGUC. The protein sequence of the target gene is MDPTAGSKKEPGGGAATEEGVNRIAVPKPPSIEEFSIVKPISRGAFGKVYLGQKGGKLYAVKVVKKADMINKNMTHQVQAERDALALSKSPFIVHLYYSLQSANNVYLVMEYLIGGDVKSLLHIYGYFDEEMAVKYISEVALALDYLHRHGIIHRDLKPDNMLISNEGHIKLTDFGLSKVTLNRDINMMDILTTPSMAKPRQDYSRTPGQVLSLISSLGFNTPIAEKNQDPANILSACLSETSQLSQGLVCPMSVDQKDTTPYSSKLLKSCLETVASNPGMPVKCLTSNLLQSRKRLATS.... Result: 1 (interaction). (2) The miRNA is hsa-miR-6076 with sequence AGCAUGACAGAGGAGAGGUGG. The protein sequence of the target gene is MPDQALQQMLDRSCWVCFATDEDDRTAEWVRPCRCRGSTKWVHQACLQRWVDEKQRGNSTARVACPQCNAEYLIVFPKLGPVVYVLDLADRLISKACPFAAAGIMVGSIYWTAVTYGAVTVMQVVGHKEGLDVMERADPLFLLIGLPTIPVMLILGKMIRWEDYVLRLWRKYSNKLQILNSIFPGIGCPVPRIPAEANPLADHVSATRILCGALVFPTIATIVGKLMFSSVNSNLQRTILGGIAFVAIKGAFKVYFKQQQYLRQAHRKILNYPEQEEA. Result: 1 (interaction). (3) The miRNA is ath-miR398b-3p with sequence UGUGUUCUCAGGUCACCCCUG. The protein sequence of the target gene is MGLKMSCLKGFQMCVSSSSSSHDEAPVLNDKHLDVPDIIITPPTPTGMMLPRDLGSTVWLDETGSCPDDGEIDPEA. Result: 0 (no interaction). (4) The miRNA is mmu-miR-3095-3p with sequence UGGACACUGGAGAGAGAGCUUUU. The protein sequence of the target gene is MDKKSFEMVLDEIRKAVLTEYKLKAIEYVHGYFSSEQVVDLLRYFSWAEPQLKAMKALQHKMVAVQPTEVVNILNCFTFSKDKLVALELLASNIIDAQNSRPIEDLFRVNMSEKKRCKRILEQAFKGGCKAPHAMISSCGTIPGNPYPKGRPSRINGIFPGTPLKKDGEECTNEGKGIAARILGPSKPPPSTYNPHKPVPYPIPPCRPHATIAPSAYNNAGLVPLANVIAPPPPPYTPNPVGTENEDLSNPSKPIQNQTFSTPASQLFSPHGSNPSTPAATPVPTASPVKAINHPSASAA.... Result: 0 (no interaction). (5) The miRNA is rno-miR-145-5p with sequence GUCCAGUUUUCCCAGGAAUCCCU. The protein sequence of the target gene is MERDERPPSGGGGGGGSAGFLEPPAALPPPPRNGFCQDELAELDPGTNGETDSLTLGQGHIPVSVPDDRAEQRTCLICGDRATGLHYGIISCEGCKGFFKRSICNKRVYRCSRDKNCVMSRKQRNRCQYCRLLKCLQMGMNRKAIREDGMPGGRNKSIGPVQISEEEIERIMSGQEFEEEANHWSNHGDSDHSSPGNRASESNQPSPGSTLSSSRSVELNGFMAFRDQYMGMSVPPHYQYIPHLFSYSGHSPLLPPQARSLDPQSYSLIHQLMSAEDLEPLGTPMLIEDGYAVTQAELFA.... Result: 0 (no interaction). (6) The miRNA is hsa-miR-224-3p with sequence AAAAUGGUGCCCUAGUGACUACA. The protein sequence of the target gene is MPEEAGFPPAKRFRPGSGPPSRAGSFPPGRQVVMLLTAGSGGRGGGGGRRQQPPLAQPSASPYPEAVELQRRSLPIFQARGQLLAQLRNLDNAVLIGETGSGKTTQIPQYLYEGGISRQGIIAVTQPRRVAAISLATRVSDEKRTELGKLVGYTVRFDDVTSEDTRIKFLTDGMLLREAISDSLLRKYSCVILDEAHERTIHTDVLFGVVKAAQKRRKELGKLPLKVIVMSATMDVDLFSQYFNGAPVLYLEGRQHPIQVFYTKQPQNDYLHAALVSVFQIHQEAPSSQDILVFLTGQEE.... Result: 1 (interaction). (7) The miRNA is hsa-miR-548d-3p with sequence CAAAAACCACAGUUUCUUUUGC. The protein sequence of the target gene is MSLSPKHTTPFSVSDILSPIEETYKKFSGAMDGAPPGLGAPLGAAAAYRAPPPGPSSQAATVAGMQPSHAMAGHNAAAAAAAAAAAAAAAATYHMPPGVSQFPHGAMGSYCNGGLGNMGELPAYTDGMRGGAATGWYGANPDPRYSSISRFMGPSAGVNVAGMGSLTGIADAAKSLGPLHAAAAAAAPRRKRRVLFSQAQVYELERRFKQQKYLSAPEREHLASMIHLTPTQVKIWFQNHRYKMKRQAKDKAAQQLQQEGGLGPPPPPPPSPRRVAVPVLVKDGKPCQNGASTPTPGQAG.... Result: 0 (no interaction).